From a dataset of Full USPTO retrosynthesis dataset with 1.9M reactions from patents (1976-2016). Predict the reactants needed to synthesize the given product. (1) Given the product [Cl:1][C:2]1[C:7]([C:8]([OH:10])=[O:9])=[C:6]([F:18])[C:5]([NH:19][S:20]([CH2:23][CH2:24][CH3:25])(=[O:21])=[O:22])=[CH:4][CH:3]=1, predict the reactants needed to synthesize it. The reactants are: [Cl:1][C:2]1[C:7]([C:8]([O:10]CC2C=CC=CC=2)=[O:9])=[C:6]([F:18])[C:5]([N:19](S(CCC)(=O)=O)[S:20]([CH2:23][CH2:24][CH3:25])(=[O:22])=[O:21])=[CH:4][CH:3]=1.Cl. (2) The reactants are: [CH3:1][O:2][C:3]([C:5]1[NH:6][N:7]=[C:8]([O:10][CH2:11][C:12]2[C:13]([C:18]3[CH:23]=[CH:22][C:21]([F:24])=[CH:20][CH:19]=3)=[N:14][O:15][C:16]=2[CH3:17])[CH:9]=1)=[O:4].[C:25](=O)([O-])[O-].[Cs+].[Cs+].CI. Given the product [CH3:1][O:2][C:3]([C:5]1[N:6]([CH3:25])[N:7]=[C:8]([O:10][CH2:11][C:12]2[C:13]([C:18]3[CH:19]=[CH:20][C:21]([F:24])=[CH:22][CH:23]=3)=[N:14][O:15][C:16]=2[CH3:17])[CH:9]=1)=[O:4], predict the reactants needed to synthesize it. (3) Given the product [CH:23]([O:26][C:27]1[CH:38]=[CH:37][C:30]([C:31]2[O:22][N:21]=[C:17]3[C:18]4[C:13]([CH2:14][CH2:15][C:16]=23)=[CH:12][C:11]([CH:9]=[CH2:10])=[CH:20][CH:19]=4)=[CH:29][C:28]=1[C:39]([F:40])([F:41])[F:42])([CH3:25])[CH3:24], predict the reactants needed to synthesize it. The reactants are: [Li+].CC([N-]C(C)C)C.[CH:9]([C:11]1[CH:12]=[C:13]2[C:18](=[CH:19][CH:20]=1)/[C:17](=[N:21]/[OH:22])/[CH2:16][CH2:15][CH2:14]2)=[CH2:10].[CH:23]([O:26][C:27]1[CH:38]=[CH:37][C:30]([C:31](OC(C)C)=O)=[CH:29][C:28]=1[C:39]([F:42])([F:41])[F:40])([CH3:25])[CH3:24].O.C1(C)C=CC(S(O)(=O)=O)=CC=1. (4) Given the product [C:28]([C:27]1[CH:30]=[CH:31][C:24]([C:2]2[CH:3]=[N:4][CH:5]=[C:6]3[C:11]=2[N:10]=[C:9]([C:12]([NH2:14])=[O:13])[C:8]([CH3:15])=[CH:7]3)=[CH:25][CH:26]=1)#[N:29], predict the reactants needed to synthesize it. The reactants are: Br[C:2]1[CH:3]=[N:4][CH:5]=[C:6]2[C:11]=1[N:10]=[C:9]([C:12]([NH2:14])=[O:13])[C:8]([CH3:15])=[CH:7]2.CC1(C)C(C)(C)OB([C:24]2[CH:31]=[CH:30][C:27]([C:28]#[N:29])=[CH:26][CH:25]=2)O1. (5) Given the product [CH3:1][C:2]1[CH:7]=[C:6]([C:8]2[CH:13]=[CH:12][CH:11]=[C:10]([CH3:14])[N:9]=2)[CH:5]=[CH:4][C:3]=1[C:15]1[C:26](=[O:27])[N:25]([CH2:35][C:36]([N:38]2[CH2:43][CH2:42][N:41]([C:44]([O:46][C:47]([CH3:50])([CH3:49])[CH3:48])=[O:45])[CH2:40][CH2:39]2)=[O:37])[C:18]2[N:19]=[C:20]([S:23][CH3:24])[N:21]=[CH:22][C:17]=2[CH:16]=1, predict the reactants needed to synthesize it. The reactants are: [CH3:1][C:2]1[CH:7]=[C:6]([C:8]2[CH:13]=[CH:12][CH:11]=[C:10]([CH3:14])[N:9]=2)[CH:5]=[CH:4][C:3]=1[C:15]1[C:26](=[O:27])[NH:25][C:18]2[N:19]=[C:20]([S:23][CH3:24])[N:21]=[CH:22][C:17]=2[CH:16]=1.CC([O-])(C)C.[K+].Cl[CH2:35][C:36]([N:38]1[CH2:43][CH2:42][N:41]([C:44]([O:46][C:47]([CH3:50])([CH3:49])[CH3:48])=[O:45])[CH2:40][CH2:39]1)=[O:37].